Dataset: Full USPTO retrosynthesis dataset with 1.9M reactions from patents (1976-2016). Task: Predict the reactants needed to synthesize the given product. Given the product [CH2:59]([NH:56][C:57](=[O:58])[O:39][C@H:36]1[CH2:37][CH2:38][C@H:33]([C:30]2[CH:31]=[CH:32][C:27]([C:23]3[N:22]=[C:21]4[N:40]([CH2:41][O:42][CH2:43][CH2:44][Si:45]([CH3:48])([CH3:47])[CH3:46])[C:18]([O:17][C@@H:16]5[CH2:15][O:14][C@@H:13]6[C@H:9]([O:8][Si:1]([C:4]([CH3:6])([CH3:7])[CH3:5])([CH3:3])[CH3:2])[CH2:10][O:11][C@H:12]56)=[N:19][C:20]4=[CH:25][C:24]=3[Cl:26])=[CH:28][CH:29]=2)[CH2:34][CH2:35]1)[CH3:60], predict the reactants needed to synthesize it. The reactants are: [Si:1]([O:8][C@H:9]1[C@H:13]2[O:14][CH2:15][C@@H:16]([O:17][C:18]3[N:40]([CH2:41][O:42][CH2:43][CH2:44][Si:45]([CH3:48])([CH3:47])[CH3:46])[C:21]4=[N:22][C:23]([C:27]5[CH:32]=[CH:31][C:30]([C@H:33]6[CH2:38][CH2:37][C@H:36]([OH:39])[CH2:35][CH2:34]6)=[CH:29][CH:28]=5)=[C:24]([Cl:26])[CH:25]=[C:20]4[N:19]=3)[C@H:12]2[O:11][CH2:10]1)([C:4]([CH3:7])([CH3:6])[CH3:5])([CH3:3])[CH3:2].C(N(CC)CC)C.[N:56]([CH2:59][CH3:60])=[C:57]=[O:58].